From a dataset of Reaction yield outcomes from USPTO patents with 853,638 reactions. Predict the reaction yield, written as a fraction of the theoretical maximum amount of product (1.0 means a 100% yield; for example, 0.34 means a 34% yield). (1) The reactants are [CH3:1][C:2]1[CH:7]=[CH:6][C:5]([C:8]2[O:12][N:11]=[CH:10][C:9]=2[CH2:13][CH2:14][C:15](OC)=[O:16])=[CH:4][CH:3]=1.[H-].C([Al+]CC(C)C)C(C)C.O.O.O.O.O.O.O.O.O.O.[O-]S([O-])(=O)=O.[Na+].[Na+]. The catalyst is O1CCCC1. The product is [CH3:1][C:2]1[CH:3]=[CH:4][C:5]([C:8]2[O:12][N:11]=[CH:10][C:9]=2[CH2:13][CH2:14][CH2:15][OH:16])=[CH:6][CH:7]=1. The yield is 0.860. (2) The reactants are [C:1]([O:4][C@H:5]1[C@H:10]([O:11][C:12](=[O:14])[CH3:13])[C@@H:9]([O:15][C:16](=[O:18])[CH3:17])[C@H:8]([C:19]2[CH:24]=[CH:23][C:22]([CH2:25][O:26][Si](C(C)C)(C(C)C)C(C)C)=[C:21]([CH:37]([C:49]3[CH:54]=[CH:53][C:52]([CH2:55][CH3:56])=[CH:51][CH:50]=3)[O:38][Si](C(C)C)(C(C)C)C(C)C)[CH:20]=2)[O:7][C@@H:6]1[CH2:57][O:58][C:59](=[O:61])[CH3:60])(=[O:3])[CH3:2].[F-].C([N+](CCCC)(CCCC)CCCC)CCC. The catalyst is O1CCCC1. The product is [C:1]([O:4][C@H:5]1[C@H:10]([O:11][C:12](=[O:14])[CH3:13])[C@@H:9]([O:15][C:16](=[O:18])[CH3:17])[C@H:8]([C:19]2[CH:24]=[CH:23][C:22]([CH2:25][OH:26])=[C:21]([CH:37]([C:49]3[CH:54]=[CH:53][C:52]([CH2:55][CH3:56])=[CH:51][CH:50]=3)[OH:38])[CH:20]=2)[O:7][C@@H:6]1[CH2:57][O:58][C:59](=[O:61])[CH3:60])(=[O:3])[CH3:2]. The yield is 0.890. (3) The reactants are [Cl:1][CH2:2][C:3]1[CH:11]=[CH:10][C:6]([CH:7]=[N:8][OH:9])=[CH:5][CH:4]=1.C1C(=O)N([Cl:19])C(=O)C1.Cl.O1CCOCC1. The catalyst is CN(C=O)C. The product is [Cl:1][CH2:2][C:3]1[CH:11]=[CH:10][C:6]([C:7]([Cl:19])=[N:8][OH:9])=[CH:5][CH:4]=1. The yield is 0.950. (4) The reactants are [F:1][C:2]1[CH:9]=[C:8]([OH:10])[CH:7]=[CH:6][C:3]=1[C:4]#[N:5].C(=O)([O-])[O-].[K+].[K+].[CH2:17](Br)[C:18]1[CH:23]=[CH:22][CH:21]=[CH:20][CH:19]=1.[I-].[K+]. The catalyst is CC(C)=O.O. The product is [CH2:17]([O:10][C:8]1[CH:7]=[CH:6][C:3]([C:4]#[N:5])=[C:2]([F:1])[CH:9]=1)[C:18]1[CH:23]=[CH:22][CH:21]=[CH:20][CH:19]=1. The yield is 0.900. (5) The reactants are [C:1]([O:5][C:6]([N:8]1[C:12]2[CH:13]=[CH:14][CH:15]=[CH:16][C:11]=2[N:10]=[C:9]1[CH2:17][NH:18][CH:19]1[C:28]2[N:27]=[CH:26][CH:25]=[CH:24][C:23]=2[CH2:22][CH2:21][CH2:20]1)=[O:7])([CH3:4])([CH3:3])[CH3:2].[C:29]([O:33][C:34](=[O:39])[NH:35][CH2:36][CH:37]=O)([CH3:32])([CH3:31])[CH3:30].C(O[BH-](OC(=O)C)OC(=O)C)(=O)C.[Na+].C([O-])(O)=O.[Na+]. The catalyst is ClCCl. The product is [C:1]([O:5][C:6]([N:8]1[C:12]2[CH:13]=[CH:14][CH:15]=[CH:16][C:11]=2[N:10]=[C:9]1[CH2:17][N:18]([CH2:37][CH2:36][NH:35][C:34]([O:33][C:29]([CH3:32])([CH3:31])[CH3:30])=[O:39])[CH:19]1[C:28]2[N:27]=[CH:26][CH:25]=[CH:24][C:23]=2[CH2:22][CH2:21][CH2:20]1)=[O:7])([CH3:4])([CH3:2])[CH3:3]. The yield is 0.960. (6) The yield is 0.138. No catalyst specified. The product is [C:42]([C:46]1[O:50][N:49]=[C:48]([C:34]([NH:33][CH2:32][C:29]2[CH:30]=[CH:31][C:26]([C:23]3[CH:22]=[CH:21][N:20]=[C:19]4[NH:18][C:8]([C:5]5[CH:4]=[CH:3][C:2]([N:13]6[CH2:14][CH:15]([CH3:17])[O:16][CH:11]([CH3:10])[CH2:12]6)=[CH:7][N:6]=5)=[N:25][C:24]=34)=[CH:27][C:28]=2[F:41])=[O:40])[N:47]=1)([CH3:45])([CH3:44])[CH3:43]. The reactants are F[C:2]1[CH:3]=[CH:4][C:5]([CH:8]=O)=[N:6][CH:7]=1.[CH3:10][CH:11]1[O:16][CH:15]([CH3:17])[CH2:14][NH:13][CH2:12]1.[NH2:18][C:19]1[C:24]([NH2:25])=[C:23]([C:26]2[CH:31]=[CH:30][C:29]([CH2:32][NH:33][C:34](=[O:40])OC(C)(C)C)=[C:28]([F:41])[CH:27]=2)[CH:22]=[CH:21][N:20]=1.[C:42]([C:46]1[O:50][N:49]=[C:48](C([O-])=O)[N:47]=1)([CH3:45])([CH3:44])[CH3:43]. (7) The reactants are [N:1]1([C:7]2[CH:19]=[CH:18][CH:17]=[CH:16][C:8]=2[CH2:9][CH:10]2[CH2:14][CH2:13][NH:12][C:11]2=[O:15])[CH2:6][CH2:5][NH:4][CH2:3][CH2:2]1.Br[C:21]1[CH:26]=[CH:25][C:24]([C:27]([O:30][CH3:31])([CH3:29])[CH3:28])=[CH:23][CH:22]=1.CNCCNC.C([O-])([O-])=O.[K+].[K+]. The catalyst is C1(C)C=CC=CC=1.[Cu]I. The product is [CH3:31][O:30][C:27]([C:24]1[CH:25]=[CH:26][C:21]([N:12]2[CH2:13][CH2:14][CH:10]([CH2:9][C:8]3[CH:16]=[CH:17][CH:18]=[CH:19][C:7]=3[N:1]3[CH2:2][CH2:3][NH:4][CH2:5][CH2:6]3)[C:11]2=[O:15])=[CH:22][CH:23]=1)([CH3:29])[CH3:28]. The yield is 0.640. (8) The reactants are Cl[C:2]1[N:7]=[C:6]([NH:8][C@@H:9]2[C:17]3[C:12](=[CH:13][CH:14]=[CH:15][CH:16]=3)[CH2:11][CH2:10]2)[CH:5]=[C:4]([CH3:18])[N:3]=1.[H][H]. The catalyst is C(O)C.[Pd]. The product is [C@@H:9]1([NH:8][C:6]2[CH:5]=[C:4]([CH3:18])[N:3]=[CH:2][N:7]=2)[C:17]2[C:12](=[CH:13][CH:14]=[CH:15][CH:16]=2)[CH2:11][CH2:10]1. The yield is 0.930.